Dataset: Forward reaction prediction with 1.9M reactions from USPTO patents (1976-2016). Task: Predict the product of the given reaction. Given the reactants [C:1]([CH:4]([CH:6]([C:8]([OH:10])=O)O)O)(O)=O.[C:11]([C:14]([C@@H:27]1[CH2:31][CH2:30][NH:29][CH2:28]1)([C:21]1[CH:26]=[CH:25][CH:24]=[CH:23][CH:22]=1)[C:15]1[CH:20]=[CH:19][CH:18]=[CH:17][CH:16]=1)(=[O:13])[NH2:12], predict the reaction product. The product is: [C:11]([C:14]([C@@H:27]1[CH2:31][CH2:30][N:29]([CH2:23][CH2:22][C:21]2[CH:14]=[CH:15][C:16]3[O:10][CH2:8][CH2:6][C:4]=3[CH:1]=2)[CH2:28]1)([C:21]1[CH:22]=[CH:23][CH:24]=[CH:25][CH:26]=1)[C:15]1[CH:20]=[CH:19][CH:18]=[CH:17][CH:16]=1)(=[O:13])[NH2:12].